Task: Predict the reactants needed to synthesize the given product.. Dataset: Full USPTO retrosynthesis dataset with 1.9M reactions from patents (1976-2016) (1) Given the product [C:8]([C:6]1[CH:7]=[C:2]([CH:3]=[C:4]([OH:12])[CH:5]=1)[C:13]#[N:14])([CH3:11])([CH3:10])[CH3:9], predict the reactants needed to synthesize it. The reactants are: Br[C:2]1[CH:3]=[C:4]([OH:12])[CH:5]=[C:6]([C:8]([CH3:11])([CH3:10])[CH3:9])[CH:7]=1.[C:13]([Cu])#[N:14].C(OCC)(=O)C.O. (2) The reactants are: [CH3:1][O:2][C:3]([CH:5]1[CH2:10][CH2:9][CH:8]([CH2:11][CH3:12])[CH2:7][CH2:6]1)=[O:4].C(NC(C)C)(C)C.[Li].[CH3:21][O:22][C:23](Cl)=[O:24]. Given the product [CH3:1][O:2][C:3]([C:5]1([C:23]([O:22][CH3:21])=[O:24])[CH2:10][CH2:9][CH:8]([CH2:11][CH3:12])[CH2:7][CH2:6]1)=[O:4], predict the reactants needed to synthesize it. (3) Given the product [Br:1][C:2]1[CH:26]=[CH:25][C:5]2[N:6]([C:21]([CH3:23])([CH3:22])[CH3:24])[C:7]([C:9]3[CH:14]=[CH:13][CH:12]=[CH:11][C:10]=3[C:15]3[O:19][C:18](=[O:20])[N:17]([CH3:29])[N:16]=3)=[N:8][C:4]=2[CH:3]=1, predict the reactants needed to synthesize it. The reactants are: [Br:1][C:2]1[CH:26]=[CH:25][C:5]2[N:6]([C:21]([CH3:24])([CH3:23])[CH3:22])[C:7]([C:9]3[CH:14]=[CH:13][CH:12]=[CH:11][C:10]=3[C:15]3[O:19][C:18](=[O:20])[NH:17][N:16]=3)=[N:8][C:4]=2[CH:3]=1.[H-].[Na+].[CH3:29]I. (4) Given the product [OH:6][C@:7]1([C:18]2[CH:25]=[CH:24][C:21]([C:22]#[N:23])=[C:20]([CH2:26][C:27]3[CH:28]=[CH:29][C:30]([O:33][CH2:4][CH2:3][O:2][CH3:1])=[CH:31][CH:32]=3)[CH:19]=2)[O:15][C@H:14]([CH2:16][OH:17])[C@@H:12]([OH:13])[C@H:10]([OH:11])[C@H:8]1[OH:9], predict the reactants needed to synthesize it. The reactants are: [CH3:1][O:2][CH2:3][CH2:4]Br.[OH:6][C@:7]1([C:18]2[CH:25]=[CH:24][C:21]([C:22]#[N:23])=[C:20]([CH2:26][C:27]3[CH:32]=[CH:31][C:30]([OH:33])=[CH:29][CH:28]=3)[CH:19]=2)[O:15][C@H:14]([CH2:16][OH:17])[C@@H:12]([OH:13])[C@H:10]([OH:11])[C@H:8]1[OH:9].C(=O)([O-])[O-].[Cs+].[Cs+].O.